From a dataset of Full USPTO retrosynthesis dataset with 1.9M reactions from patents (1976-2016). Predict the reactants needed to synthesize the given product. (1) Given the product [CH:7]1([CH2:2][CH2:1][N:8]2[CH2:12][CH2:11][N:10]([C:13]3[S:14][C:15]([C:19]([NH:43][CH2:44][C:45]4[CH:46]=[N:47][CH:48]=[CH:49][CH:50]=4)=[O:21])=[C:16]([CH3:18])[N:17]=3)[C:9]2=[O:22])[CH2:6][CH2:5]1, predict the reactants needed to synthesize it. The reactants are: [CH2:1]([N:8]1[CH2:12][CH2:11][N:10]([C:13]2[S:14][C:15]([C:19]([OH:21])=O)=[C:16]([CH3:18])[N:17]=2)[C:9]1=[O:22])[C:2]1[CH:7]=[CH:6][CH:5]=CC=1.C1(CCN2CCN(C3SC(C(O)=O)=C(C)N=3)C2=O)CC1.[NH2:43][CH2:44][C:45]1[CH:46]=[N:47][CH:48]=[CH:49][CH:50]=1. (2) Given the product [CH3:1][C:2]1[CH:9]=[C:8]([N+:10]([O-:12])=[O:11])[CH:7]=[CH:6][C:3]=1[CH2:4][NH2:5], predict the reactants needed to synthesize it. The reactants are: [CH3:1][C:2]1[CH:9]=[C:8]([N+:10]([O-:12])=[O:11])[CH:7]=[CH:6][C:3]=1[C:4]#[N:5]. (3) Given the product [CH2:32]([O:35][C:2]1[CH:7]=[CH:6][C:5]([C:8]([N:10]2[CH2:15][CH2:14][C:13]3([O:20][C:19]4[CH:21]=[CH:22][CH:23]=[CH:24][C:18]=4[N:17]4[CH:25]=[CH:26][CH:27]=[C:16]34)[CH2:12][CH2:11]2)=[O:9])=[CH:4][C:3]=1[C:28]([F:30])([F:29])[F:31])[CH2:33][CH3:34], predict the reactants needed to synthesize it. The reactants are: F[C:2]1[CH:7]=[CH:6][C:5]([C:8]([N:10]2[CH2:15][CH2:14][C:13]3([O:20][C:19]4[CH:21]=[CH:22][CH:23]=[CH:24][C:18]=4[N:17]4[CH:25]=[CH:26][CH:27]=[C:16]34)[CH2:12][CH2:11]2)=[O:9])=[CH:4][C:3]=1[C:28]([F:31])([F:30])[F:29].[CH2:32]([OH:35])[CH2:33][CH3:34].[H-].[Na+]. (4) Given the product [Br:1][C:2]1[S:3][C:4]2[CH:10]=[C:9]([C:11]([N:26]([CH3:27])[CH2:25][CH2:24][CH2:23][N:15]([CH3:14])[C:16](=[O:22])[O:17][C:18]([CH3:21])([CH3:19])[CH3:20])=[O:13])[CH:8]=[CH:7][C:5]=2[N:6]=1, predict the reactants needed to synthesize it. The reactants are: [Br:1][C:2]1[S:3][C:4]2[CH:10]=[C:9]([C:11]([OH:13])=O)[CH:8]=[CH:7][C:5]=2[N:6]=1.[CH3:14][N:15]([CH2:23][CH2:24][CH2:25][NH:26][CH3:27])[C:16](=[O:22])[O:17][C:18]([CH3:21])([CH3:20])[CH3:19].Cl.C(N=C=NCCCN(C)C)C. (5) The reactants are: [NH2:1][C:2]1[CH:7]=[CH:6][C:5]([C@@H:8]2[O:13][CH2:12][CH2:11][N:10]([C:14]([O:16][C:17]([CH3:20])([CH3:19])[CH3:18])=[O:15])[CH2:9]2)=[CH:4][CH:3]=1.[F:21][C:22]([F:39])([F:38])[O:23][C:24]1[CH:29]=[CH:28][C:27]([N:30]2[CH:34]=[C:33]([C:35](O)=[O:36])[CH:32]=[N:31]2)=[CH:26][CH:25]=1.CN(C(ON1N=NC2C=CC=CC1=2)=[N+](C)C)C.F[P-](F)(F)(F)(F)F.CN1CCOCC1. Given the product [F:39][C:22]([F:21])([F:38])[O:23][C:24]1[CH:29]=[CH:28][C:27]([N:30]2[CH:34]=[C:33]([C:35]([NH:1][C:2]3[CH:7]=[CH:6][C:5]([C@@H:8]4[O:13][CH2:12][CH2:11][N:10]([C:14]([O:16][C:17]([CH3:20])([CH3:19])[CH3:18])=[O:15])[CH2:9]4)=[CH:4][CH:3]=3)=[O:36])[CH:32]=[N:31]2)=[CH:26][CH:25]=1, predict the reactants needed to synthesize it. (6) Given the product [Cl:1][C:2]1[CH:7]=[C:6]([B:10]2[O:14][C:13]([CH3:16])([CH3:15])[C:12]([CH3:18])([CH3:17])[O:11]2)[CH:5]=[C:4]([O:8][CH3:9])[N:3]=1, predict the reactants needed to synthesize it. The reactants are: [Cl:1][C:2]1[CH:7]=[CH:6][CH:5]=[C:4]([O:8][CH3:9])[N:3]=1.[B:10]1([B:10]2[O:14][C:13]([CH3:16])([CH3:15])[C:12]([CH3:18])([CH3:17])[O:11]2)[O:14][C:13]([CH3:16])([CH3:15])[C:12]([CH3:18])([CH3:17])[O:11]1. (7) Given the product [F:17][C:15]1([F:18])[CH2:16][N:11]2[C:10]([NH2:19])=[N:9][C:8]([C:20]3[CH:25]=[CH:24][C:23]([O:26][CH3:27])=[CH:22][CH:21]=3)([C:4]3[CH:5]=[CH:6][CH:7]=[C:2]([C:30]4[CH:29]=[N:28][CH:33]=[CH:32][CH:31]=4)[CH:3]=3)[C:12]2=[N:13][CH2:14]1, predict the reactants needed to synthesize it. The reactants are: Br[C:2]1[CH:3]=[C:4]([C:8]2([C:20]3[CH:25]=[CH:24][C:23]([O:26][CH3:27])=[CH:22][CH:21]=3)[C:12]3=[N:13][CH2:14][C:15]([F:18])([F:17])[CH2:16][N:11]3[C:10]([NH2:19])=[N:9]2)[CH:5]=[CH:6][CH:7]=1.[N:28]1[CH:33]=[CH:32][CH:31]=[C:30](B(O)O)[CH:29]=1. (8) Given the product [C:30]([C:29]1[N:34]=[C:24]([CH:10]2[CH2:11][CH:12]([C:14]3[CH:15]=[CH:16][C:17]([C:20]([F:22])([F:23])[F:21])=[CH:18][CH:19]=3)[CH2:13][N:8]([C:6]([N:4]3[CH2:3][CH:2]([OH:1])[CH2:5]3)=[O:7])[CH2:9]2)[O:26][N:28]=1)([CH3:33])([CH3:32])[CH3:31], predict the reactants needed to synthesize it. The reactants are: [OH:1][CH:2]1[CH2:5][N:4]([C:6]([N:8]2[CH2:13][CH:12]([C:14]3[CH:19]=[CH:18][C:17]([C:20]([F:23])([F:22])[F:21])=[CH:16][CH:15]=3)[CH2:11][CH:10]([C:24]([OH:26])=O)[CH2:9]2)=[O:7])[CH2:3]1.O[N:28]=[C:29]([NH2:34])[C:30]([CH3:33])([CH3:32])[CH3:31].